Dataset: Forward reaction prediction with 1.9M reactions from USPTO patents (1976-2016). Task: Predict the product of the given reaction. (1) Given the reactants [NH:1]1[CH2:5][CH2:4][C@@H:3]([OH:6])[CH2:2]1.[C:7](O[C:7]([O:9][C:10]([CH3:13])([CH3:12])[CH3:11])=[O:8])([O:9][C:10]([CH3:13])([CH3:12])[CH3:11])=[O:8].[OH-].[Na+], predict the reaction product. The product is: [C:7]([N:1]1[CH2:5][CH2:4][C@@H:3]([OH:6])[CH2:2]1)([O:9][C:10]([CH3:13])([CH3:12])[CH3:11])=[O:8]. (2) Given the reactants [BrH:1].[CH3:2][N:3]1[CH2:7][CH2:6][CH2:5][C@@H:4]1[CH2:8][C:9]1[C:17]2[C:12](=[CH:13][CH:14]=[C:15]([CH:18]=[CH:19][S:20]([C:23]3[CH:28]=[CH:27][CH:26]=[CH:25][CH:24]=3)(=[O:22])=[O:21])[CH:16]=2)[NH:11][CH:10]=1.CC(C)=O, predict the reaction product. The product is: [CH3:2][N:3]1[C@@H:4]([CH2:8][C:9]2[C:17]3[CH:16]=[C:15]([CH2:18][CH2:19][S:20]([C:23]4[CH:24]=[CH:25][CH:26]=[CH:27][CH:28]=4)(=[O:21])=[O:22])[CH:14]=[CH:13][C:12]=3[NH:11][CH:10]=2)[CH2:5][CH2:6][CH2:7]1.[BrH:1].